The task is: Predict the product of the given reaction.. This data is from Forward reaction prediction with 1.9M reactions from USPTO patents (1976-2016). (1) Given the reactants N1C=CC(N)=NC1=O.BrCC1CC1.[NH2:14][C:15]1[CH:20]=[CH:19][N:18]([CH2:21][C:22]2[CH:27]=[CH:26]C=CC=2)[C:17](=[O:28])[N:16]=1, predict the reaction product. The product is: [NH2:14][C:15]1[CH:20]=[CH:19][N:18]([CH2:21][CH:22]2[CH2:27][CH2:26]2)[C:17](=[O:28])[N:16]=1. (2) Given the reactants [CH:1]1[C:10]2[C:5](=[CH:6][CH:7]=[CH:8][CH:9]=2)[CH:4]=[CH:3][C:2]=1[Mg]Br.Br[CH:14]1[CH2:19][CH2:18][CH2:17][CH2:16][CH2:15]1.CN(CCN(C)C)C.[Cl-].[NH4+], predict the reaction product. The product is: [CH:14]1([C:2]2[CH:3]=[CH:4][C:5]3[C:10](=[CH:9][CH:8]=[CH:7][CH:6]=3)[CH:1]=2)[CH2:19][CH2:18][CH2:17][CH2:16][CH2:15]1. (3) Given the reactants C([Li])CCC.Br[C:7]1[CH:12]=[CH:11][CH:10]=[C:9]([Br:13])[CH:8]=1.[CH3:14][C:15]([C:17]1[CH:22]=[CH:21][C:20]([O:23][CH3:24])=[C:19]([Cl:25])[CH:18]=1)=O, predict the reaction product. The product is: [Br:13][C:9]1[CH:8]=[C:7]([C:15]([C:17]2[CH:22]=[CH:21][C:20]([O:23][CH3:24])=[C:19]([Cl:25])[CH:18]=2)=[CH2:14])[CH:12]=[CH:11][CH:10]=1. (4) Given the reactants [F:1][C:2]([C:5]1[CH:9]=[C:8]([NH:10][C:11](=[O:19])OC2C=CC=CC=2)[O:7][N:6]=1)([CH3:4])[CH3:3].[CH3:20][O:21][C:22]1[CH:23]=[C:24]2[C:29](=[CH:30][C:31]=1[O:32][CH2:33][CH2:34][O:35][CH3:36])[N:28]=[CH:27][N:26]=[C:25]2[S:37][C:38]1[CH:39]=[C:40]([CH:42]=[CH:43][CH:44]=1)[NH2:41].C(N(C(C)C)CC)(C)C, predict the reaction product. The product is: [F:1][C:2]([C:5]1[CH:9]=[C:8]([NH:10][C:11]([NH:41][C:40]2[CH:42]=[CH:43][CH:44]=[C:38]([S:37][C:25]3[C:24]4[C:29](=[CH:30][C:31]([O:32][CH2:33][CH2:34][O:35][CH3:36])=[C:22]([O:21][CH3:20])[CH:23]=4)[N:28]=[CH:27][N:26]=3)[CH:39]=2)=[O:19])[O:7][N:6]=1)([CH3:3])[CH3:4]. (5) The product is: [OH:25][C:19]1[CH:18]=[CH:17][C:16]([NH:15][C:28]([N:10]2[C:9]3[CH:8]=[CH:7][CH:6]=[CH:5][C:13]=3[NH:12][C:11]2=[O:14])=[O:29])=[CH:24][C:20]=1[C:21]([OH:23])=[O:22]. Given the reactants ClC(O[C:5]1[C:13]2[NH:12][C:11]([OH:14])=[N:10][C:9]=2[CH:8]=[CH:7][CH:6]=1)=O.[NH2:15][C:16]1[CH:17]=[CH:18][C:19]([OH:25])=[C:20]([CH:24]=1)[C:21]([OH:23])=[O:22].C1C[O:29][CH2:28]C1, predict the reaction product. (6) Given the reactants [Br:1][C:2]1[N:7]=[CH:6][C:5](B(O)O)=[CH:4][CH:3]=1.C1C=CC(P(C2C=CC=CC=2)C2C=CC=CC=2)=CC=1.C([O-])([O-])=O.[Na+].[Na+].[CH3:36][O:37][C:38]([C:40]1[C@@H:41]2[N:55]([C:56]([O:58][C:59]([CH3:62])([CH3:61])[CH3:60])=[O:57])[C@H:44]([CH2:45][C:46]=1OS(C(F)(F)F)(=O)=O)[CH2:43][CH2:42]2)=[O:39], predict the reaction product. The product is: [CH3:36][O:37][C:38]([C:40]1[C@@H:41]2[N:55]([C:56]([O:58][C:59]([CH3:62])([CH3:61])[CH3:60])=[O:57])[C@H:44]([CH2:45][C:46]=1[C:5]1[CH:6]=[N:7][C:2]([Br:1])=[CH:3][CH:4]=1)[CH2:43][CH2:42]2)=[O:39]. (7) The product is: [OH:17][C:18]1[CH:25]=[CH:24][CH:23]=[C:22]([O:26][CH2:2][C:3]2[CH2:8][CH2:7][O:6][CH2:5][C:4]=2[C:9]2[N:13]([CH:14]([CH3:16])[CH3:15])[N:12]=[CH:11][CH:10]=2)[C:19]=1[CH:20]=[O:21]. Given the reactants Br[CH2:2][C:3]1[CH2:8][CH2:7][O:6][CH2:5][C:4]=1[C:9]1[N:13]([CH:14]([CH3:16])[CH3:15])[N:12]=[CH:11][CH:10]=1.[OH:17][C:18]1[CH:25]=[CH:24][CH:23]=[C:22]([OH:26])[C:19]=1[CH:20]=[O:21].C([O-])([O-])=O.[K+].[K+], predict the reaction product.